From a dataset of NCI-60 drug combinations with 297,098 pairs across 59 cell lines. Regression. Given two drug SMILES strings and cell line genomic features, predict the synergy score measuring deviation from expected non-interaction effect. (1) Drug 1: CNC(=O)C1=NC=CC(=C1)OC2=CC=C(C=C2)NC(=O)NC3=CC(=C(C=C3)Cl)C(F)(F)F. Drug 2: C1CCC(C(C1)N)N.C(=O)(C(=O)[O-])[O-].[Pt+4]. Cell line: MCF7. Synergy scores: CSS=33.2, Synergy_ZIP=-6.89, Synergy_Bliss=6.57, Synergy_Loewe=-24.7, Synergy_HSA=5.65. (2) Drug 1: C1=CC(=CC=C1CC(C(=O)O)N)N(CCCl)CCCl.Cl. Drug 2: C1C(C(OC1N2C=NC3=C(N=C(N=C32)Cl)N)CO)O. Cell line: A498. Synergy scores: CSS=5.47, Synergy_ZIP=0.359, Synergy_Bliss=2.94, Synergy_Loewe=-1.51, Synergy_HSA=-0.328.